From a dataset of Peptide-MHC class II binding affinity with 134,281 pairs from IEDB. Regression. Given a peptide amino acid sequence and an MHC pseudo amino acid sequence, predict their binding affinity value. This is MHC class II binding data. (1) The peptide sequence is PDTIDFLIMRNLTNL. The MHC is DRB1_0401 with pseudo-sequence DRB1_0401. The binding affinity (normalized) is 0.940. (2) The peptide sequence is YLPVFLAQPPSGQRR. The MHC is HLA-DPA10103-DPB10401 with pseudo-sequence HLA-DPA10103-DPB10401. The binding affinity (normalized) is 0.405. (3) The peptide sequence is ILRQLLTGGVKKGRPSLKLQ. The MHC is HLA-DQA10102-DQB10602 with pseudo-sequence HLA-DQA10102-DQB10602. The binding affinity (normalized) is 0.236. (4) The peptide sequence is PEQIQLLKKAFDAFD. The MHC is DRB1_0901 with pseudo-sequence DRB1_0901. The binding affinity (normalized) is 0.361. (5) The peptide sequence is TTEEQKLIEDINVGF. The MHC is HLA-DQA10301-DQB10302 with pseudo-sequence HLA-DQA10301-DQB10302. The binding affinity (normalized) is 0.203. (6) The peptide sequence is NGRLITANPVVTKKE. The MHC is DRB3_0101 with pseudo-sequence DRB3_0101. The binding affinity (normalized) is 0.0929. (7) The peptide sequence is LKRLWKMLDPRQGLAHHHHHH. The MHC is HLA-DQA10102-DQB10501 with pseudo-sequence HLA-DQA10102-DQB10501. The binding affinity (normalized) is 0.584. (8) The peptide sequence is YDKFLANVSTVLMGK. The MHC is DRB1_1302 with pseudo-sequence DRB1_1302. The binding affinity (normalized) is 0.993. (9) The peptide sequence is GELQINDKIDAAFKI. The MHC is DRB1_0802 with pseudo-sequence DRB1_0802. The binding affinity (normalized) is 0.507.